This data is from Aqueous solubility values for 9,982 compounds from the AqSolDB database. The task is: Regression/Classification. Given a drug SMILES string, predict its absorption, distribution, metabolism, or excretion properties. Task type varies by dataset: regression for continuous measurements (e.g., permeability, clearance, half-life) or binary classification for categorical outcomes (e.g., BBB penetration, CYP inhibition). For this dataset (solubility_aqsoldb), we predict Y. (1) The drug is CC(C)CC(C)OC(=O)CC(C(=O)OC(C)CC(C)C)S(=O)(=O)[O-].[Na+]. The Y is 0.110 log mol/L. (2) The drug is CCCCCCOC(=O)c1ccccc1C(=O)OCCCCCC. The Y is -6.14 log mol/L. (3) The compound is COC(=O)c1cc(N=NC(C(C)=O)C(=O)Nc2ccc3[nH]c(=O)[nH]c3c2)cc(C(=O)OC)c1. The Y is -6.38 log mol/L. (4) The compound is CC(C)CC(C)(O)C#CC(C)(O)CC(C)C. The Y is -2.12 log mol/L.